Dataset: Experimentally validated miRNA-target interactions with 360,000+ pairs, plus equal number of negative samples. Task: Binary Classification. Given a miRNA mature sequence and a target amino acid sequence, predict their likelihood of interaction. (1) The miRNA is hsa-miR-4638-3p with sequence CCUGGACACCGCUCAGCCGGCCG. The protein sequence of the target gene is MVATCLQVVGFVTSFVGWIGVIVTTSTNDWVVTCGYTIPTCRKLDELGSKGLWADCVMATGLYHCKPLVDILILPGYVQACRALMIAASVLGLPAILLLLTVLPCIRMGQEPGVAKYRRAQLAGVLLILLALCALVATIWFPVCAHRETTIVSFGYSLYAGWIGAVLCLVGGCVILCCAGDAQAFGENRFYYTAGSSSPTHAKSAHV. Result: 0 (no interaction). (2) The miRNA is mmu-miR-24-3p with sequence UGGCUCAGUUCAGCAGGAACAG. The protein sequence of the target gene is MAESAGASSFFPLVVLLLAGSGGSGPRGIQALLCACTSCLQTNYTCETDGACMVSIFNLDGVEHHVRTCIPKVELVPAGKPFYCLSSEDLRNTHCCYIDFCNKIDLRVPSGHLKEPAHPSMWGPVELVGIIAGPVFLLFLIIIIVFLVINYHQRVYHNRQRLDMEDPSCEMCLSKDKTLQDLVYDLSTSGSGSGLPLFVQRTVARTIVLQEIIGKGRFGEVWRGRWRGGDVAVKIFSSREERSWFREAEIYQTVMLRHENILGFIAADNKDNGTWTQLWLVSDYHEHGSLFDYLNRYTVT.... Result: 1 (interaction). (3) The miRNA is hsa-miR-4255 with sequence CAGUGUUCAGAGAUGGA. The protein sequence of the target gene is MSSEPPPPPQPPTHQASVGLLDTPRSRERSPSPLRGNVVPSPLPTRRTRTFSATVRASQGPVYKGVCKCFCRSKGHGFITPADGGPDIFLHISDVEGEYVPVEGDEVTYKMCSIPPKNEKLQAVEVVITHLAPGTKHETWSGHVISS. Result: 1 (interaction). (4) The miRNA is cel-miR-230-3p with sequence GUAUUAGUUGUGCGACCAGGAGA. The protein sequence of the target gene is MGVPAVPEASSPRWGTLLLAIFLAASRGLVAAFKVTTPYSLYVCPEGQNATLTCRILGPVSKGHDVTIYKTWYLSSRGEVQMCKEHRPIRNFTLQHLQHHGSHLKANASHDQPQKHGLELASDHHGNFSITLRNVTPRDSGLYCCLVIELKNHHPEQRFYGSMELQVQAGKGSGSTCMASNEQDSDSITAAALATGACIVGILCLPLILLLVYKQRQVASHRRAQELVRMDSNTQGIENPGFETTPPFQGMPEAKTRPPLSYVAQRQPSESGRYLLSDPSTPLSPPGPGDVFFPSLDPVP.... Result: 0 (no interaction). (5) The miRNA is hsa-miR-141-3p with sequence UAACACUGUCUGGUAAAGAUGG. The protein sequence of the target gene is MSRFLLPVSVVGTVIGGTVLLKDYVAGGACPSKATIPGKTVIVTGANTGIGKQTALELAKRGGNVILACRDMEKCEVAAKDIRGETLNPRVRAERLDLASLKSIREFARKVIKEEERVDILVNNAAVMRCPHWTTEDGFEMQFGVNYLGHFLLTNLLLDKLKASAPSRIINLSSLAHVAGHIDFEDLNWQMKKYDTKAAYCQSKLAVVLFTKELSHRLQGSGVTVNALHPGVARTELGRHTGMHNSAFSGFMLGPFFWLLFKSPQLAAQPSTYLAVAEELENVSGKYFDGLREKAPSPEA.... Result: 0 (no interaction). (6) The miRNA is hsa-miR-6807-5p with sequence GUGAGCCAGUGGAAUGGAGAGG. The protein sequence of the target gene is MPLPGGLWWLLCCRRGFTLLHRDYGDGELSGDGDEDEDEETFELRTPSPAGGGRGPLEVTLTQPVRSGPVSNRLQSWEETWSLIPEKGLPEDDPDIVVKGWLYREPRGGGARPWLPPRRAWFVLTRDSLDQFSSSGKGARRLGSLVLTSLCSVTGPERRRKETGLWSVTVSGRKHSVRLCSPRQAEAERWGVALREVIASKAPLETPTQLLLRDIQESCGDPEAVALIYLRNPILRHTSGALYAPLLPLPYGVSAPGPGYAPLREEAVRLFLALQALEGARRPGPLMQGVLQTCRDLPAL.... Result: 0 (no interaction). (7) The miRNA is hsa-miR-4431 with sequence GCGACUCUGAAAACUAGAAGGU. The protein sequence of the target gene is MMWPMHTPLLLLTALMVAVAGSASAQSRTLAGGIHATDLNDKSVQCALDFAISEYNKVINKDEYYSRPLQVMAAYQQIVGGVNYYFNVKFGRTTCTKSQPNLDNCPFNDQPKLKEEEFCSFQINEVPWEDKISILNYKCRKV. Result: 0 (no interaction).